Dataset: Catalyst prediction with 721,799 reactions and 888 catalyst types from USPTO. Task: Predict which catalyst facilitates the given reaction. (1) Reactant: [CH2:1]1[CH:5]2[CH2:6][C:7](=[O:8])[CH:3]([CH2:4]2)[CH2:2]1.C([N-]C(C)C)(C)C.[Li+].[CH:17]1([C:20]2[NH:24][C:23]3[C:25]([C:36]([C:38]4[CH:43]=[CH:42][CH:41]=[CH:40][N:39]=4)=[O:37])=[CH:26][C:27]([C:29]4[C:30]([CH3:35])=[N:31][O:32][C:33]=4[CH3:34])=[CH:28][C:22]=3[N:21]=2)[CH2:19][CH2:18]1. Product: [CH:17]1([C:20]2[NH:21][C:22]3[CH:28]=[C:27]([C:29]4[C:30]([CH3:35])=[N:31][O:32][C:33]=4[CH3:34])[CH:26]=[C:25]([C:36]([OH:37])([C:38]4[CH:43]=[CH:42][CH:41]=[CH:40][N:39]=4)[CH:6]4[CH:5]5[CH2:4][CH:3]([CH2:2][CH2:1]5)[C:7]4=[O:8])[C:23]=3[N:24]=2)[CH2:18][CH2:19]1. The catalyst class is: 1. (2) Reactant: [Cl:1][C:2]1[CH:26]=[C:25]([Cl:27])[C:24]([C:28]2[C:33]([F:34])=[CH:32][CH:31]=[CH:30][N:29]=2)=[CH:23][C:3]=1[C:4]([NH:6][C:7]1[N:11]([C:12]2[CH:17]=[CH:16][CH:15]=[CH:14][CH:13]=2)[N:10]=[C:9]([C:18]([O:20]CC)=[O:19])[CH:8]=1)=[O:5].[OH-].[Na+].Cl. Product: [Cl:1][C:2]1[CH:26]=[C:25]([Cl:27])[C:24]([C:28]2[C:33]([F:34])=[CH:32][CH:31]=[CH:30][N:29]=2)=[CH:23][C:3]=1[C:4]([NH:6][C:7]1[N:11]([C:12]2[CH:13]=[CH:14][CH:15]=[CH:16][CH:17]=2)[N:10]=[C:9]([C:18]([OH:20])=[O:19])[CH:8]=1)=[O:5]. The catalyst class is: 6. (3) Reactant: [H-].[Na+].[CH3:3][O:4][C:5]([C:7]1[C:15]2[C:10](=[CH:11][CH:12]=[CH:13][CH:14]=2)[NH:9][CH:8]=1)=[O:6].[CH2:16](I)[CH3:17].O. Product: [CH3:3][O:4][C:5]([C:7]1[C:15]2[C:10](=[CH:11][CH:12]=[CH:13][CH:14]=2)[N:9]([CH2:16][CH3:17])[CH:8]=1)=[O:6]. The catalyst class is: 49. (4) Reactant: [CH3:1][C:2]1[CH:7]=[C:6]([C:8]2[C:12]3[CH:13]=[N:14][C:15]([NH2:17])=[CH:16][C:11]=3[N:10](C(C3C=CC=CC=3)(C3C=CC=CC=3)C3C=CC=CC=3)[N:9]=2)[CH:5]=[CH:4][N:3]=1.[F:37][C:38]1[CH:43]=[CH:42][C:41]([C@H:44]([N:46]=[C:47]=[O:48])[CH3:45])=[CH:40][CH:39]=1.C(O)(C(F)(F)F)=O. Product: [F:37][C:38]1[CH:39]=[CH:40][C:41]([C@@H:44]([NH:46][C:47]([NH:17][C:15]2[N:14]=[CH:13][C:12]3[C:8]([C:6]4[CH:5]=[CH:4][N:3]=[C:2]([CH3:1])[CH:7]=4)=[N:9][NH:10][C:11]=3[CH:16]=2)=[O:48])[CH3:45])=[CH:42][CH:43]=1. The catalyst class is: 258. (5) Reactant: C(OC([N:8]1[CH2:13][CH2:12][CH:11]([C:14]2[CH:41]=[C:17]3[CH2:18][N:19]([C:23]([O:25][CH2:26][C:27]4[CH:32]=[C:31]([C:33]([F:36])([F:35])[F:34])[CH:30]=[C:29]([C:37]([F:40])([F:39])[F:38])[CH:28]=4)=[O:24])[CH2:20][CH2:21][CH2:22][N:16]3[N:15]=2)[CH2:10][CH2:9]1)=O)(C)(C)C. Product: [NH:8]1[CH2:9][CH2:10][CH:11]([C:14]2[CH:41]=[C:17]3[CH2:18][N:19]([C:23]([O:25][CH2:26][C:27]4[CH:32]=[C:31]([C:33]([F:35])([F:34])[F:36])[CH:30]=[C:29]([C:37]([F:38])([F:40])[F:39])[CH:28]=4)=[O:24])[CH2:20][CH2:21][CH2:22][N:16]3[N:15]=2)[CH2:12][CH2:13]1. The catalyst class is: 557.